From a dataset of Peptide-MHC class I binding affinity with 185,985 pairs from IEDB/IMGT. Regression. Given a peptide amino acid sequence and an MHC pseudo amino acid sequence, predict their binding affinity value. This is MHC class I binding data. (1) The peptide sequence is YLINKHWQR. The MHC is HLA-A03:01 with pseudo-sequence HLA-A03:01. The binding affinity (normalized) is 0.358. (2) The peptide sequence is LFVAAAYIV. The MHC is HLA-A11:01 with pseudo-sequence HLA-A11:01. The binding affinity (normalized) is 0.0847.